Dataset: Full USPTO retrosynthesis dataset with 1.9M reactions from patents (1976-2016). Task: Predict the reactants needed to synthesize the given product. (1) Given the product [C:1]1([CH:7]([C:17]2[CH:22]=[CH:21][CH:20]=[CH:19][CH:18]=2)[CH2:8][CH2:9][O:10][C:11]([C:12]2[CH:38]([C:37]3[CH:40]=[CH:41][CH:42]=[C:35]([Cl:34])[CH:36]=3)[C:29]([C:28]([O:27][CH2:26][CH2:25][C:23]#[N:24])=[O:33])=[C:30]([CH3:31])[NH:32][C:13]=2[CH3:15])=[O:16])[CH:6]=[CH:5][CH:4]=[CH:3][CH:2]=1, predict the reactants needed to synthesize it. The reactants are: [C:1]1([CH:7]([C:17]2[CH:22]=[CH:21][CH:20]=[CH:19][CH:18]=2)[CH2:8][CH2:9][O:10][C:11](=[O:16])[CH2:12][C:13]([CH3:15])=O)[CH:6]=[CH:5][CH:4]=[CH:3][CH:2]=1.[C:23]([CH2:25][CH2:26][O:27][C:28](=[O:33])/[CH:29]=[C:30](\[NH2:32])/[CH3:31])#[N:24].[Cl:34][C:35]1[CH:36]=[C:37]([CH:40]=[CH:41][CH:42]=1)[CH:38]=O. (2) Given the product [CH:1]([O:4][C:5]([N:7]1[CH2:8][CH2:9][CH:10]([O:13][C:14]2[C:23]3[C:18](=[C:19]([C:24]4[CH:29]=[CH:28][C:27]([S:43]([CH3:32])(=[O:46])=[O:44])=[CH:26][CH:25]=4)[CH:20]=[CH:21][CH:22]=3)[N:17]=[CH:16][CH:15]=2)[CH2:11][CH2:12]1)=[O:6])([CH3:3])[CH3:2], predict the reactants needed to synthesize it. The reactants are: [CH:1]([O:4][C:5]([N:7]1[CH2:12][CH2:11][CH:10]([O:13][C:14]2[C:23]3[C:18](=[C:19]([C:24]4[CH:29]=[CH:28][C:27](SC)=[CH:26][CH:25]=4)[CH:20]=[CH:21][CH:22]=3)[N:17]=[CH:16][CH:15]=2)[CH2:9][CH2:8]1)=[O:6])([CH3:3])[CH3:2].[CH:32]1C=C(Cl)C=C(C(OO)=O)C=1.[S:43](=[O:46])(O)[O-:44].[Na+]. (3) Given the product [NH2:1][CH:4]1[CH2:9][N:8]([CH3:10])[C:7](=[O:11])[N:6]([CH3:12])[CH2:5]1, predict the reactants needed to synthesize it. The reactants are: [N:1]([CH:4]1[CH2:9][N:8]([CH3:10])[C:7](=[O:11])[N:6]([CH3:12])[CH2:5]1)=[N+]=[N-]. (4) Given the product [C:1]1([C:7]#[C:8][C:9]2[CH:10]=[C:11]([C:15]([N:51]3[CH2:56][CH2:55][CH:54]([C:57]4[CH:58]=[C:59]([CH:62]=[CH:63][CH:64]=4)[C:60]#[N:61])[CH2:53][CH2:52]3)=[O:17])[CH:12]=[N:13][CH:14]=2)[CH:2]=[CH:3][CH:4]=[CH:5][CH:6]=1, predict the reactants needed to synthesize it. The reactants are: [C:1]1([C:7]#[C:8][C:9]2[CH:10]=[C:11]([C:15]([OH:17])=O)[CH:12]=[N:13][CH:14]=2)[CH:6]=[CH:5][CH:4]=[CH:3][CH:2]=1.CN(C(ON1N=NC2C=CC=NC1=2)=[N+](C)C)C.F[P-](F)(F)(F)(F)F.C(N(C(C)C)CC)(C)C.[NH:51]1[CH2:56][CH2:55][CH:54]([C:57]2[CH:58]=[C:59]([CH:62]=[CH:63][CH:64]=2)[C:60]#[N:61])[CH2:53][CH2:52]1. (5) Given the product [CH3:10][C:7]1[CH:8]=[CH:9][C:2]2[O:1][C:18]([C:19]([O:21][CH2:22][CH3:23])=[O:20])=[CH:4][C:3]=2[CH:6]=1, predict the reactants needed to synthesize it. The reactants are: [OH:1][C:2]1[CH:9]=[CH:8][C:7]([CH3:10])=[CH:6][C:3]=1[CH:4]=O.C([O-])([O-])=O.[K+].[K+].Br[CH2:18][C:19]([O:21][CH2:22][CH3:23])=[O:20]. (6) Given the product [CH2:1]([O:8][C:9]1[C:14]([F:15])=[CH:13][C:12]([C:16]2[N:21]=[C:20]([NH:22][CH2:23][C:24]3[CH:29]=[CH:28][CH:27]=[CH:26][C:25]=3[N:30]([CH3:35])[S:31]([CH3:34])(=[O:33])=[O:32])[C:19]3[C:36]([C:69]([NH:66][C:62]([CH3:65])([CH3:64])[CH3:63])=[O:70])=[N:37][N:38]([CH:39]4[CH2:44][CH2:43][CH2:42][CH2:41][O:40]4)[C:18]=3[CH:17]=2)=[C:11]([CH2:46][C:47]([F:50])([F:49])[F:48])[CH:10]=1)[C:2]1[CH:7]=[CH:6][CH:5]=[CH:4][CH:3]=1, predict the reactants needed to synthesize it. The reactants are: [CH2:1]([O:8][C:9]1[C:14]([F:15])=[CH:13][C:12]([C:16]2[N:21]=[C:20]([NH:22][CH2:23][C:24]3[CH:29]=[CH:28][CH:27]=[CH:26][C:25]=3[N:30]([CH3:35])[S:31]([CH3:34])(=[O:33])=[O:32])[C:19]3[C:36](I)=[N:37][N:38]([CH:39]4[CH2:44][CH2:43][CH2:42][CH2:41][O:40]4)[C:18]=3[CH:17]=2)=[C:11]([CH2:46][C:47]([F:50])([F:49])[F:48])[CH:10]=1)[C:2]1[CH:7]=[CH:6][CH:5]=[CH:4][CH:3]=1.C1CCN2C(=NCCC2)CC1.[C:62]([NH2:66])([CH3:65])([CH3:64])[CH3:63].C1C[O:70][CH2:69]C1. (7) The reactants are: O[CH2:2][C@H:3]([NH:7][C:8]([C:10]1[NH:11][C:12]([C:15]2[CH:20]=[C:19]([O:21][Si:22]([CH:29]([CH3:31])[CH3:30])([CH:26]([CH3:28])[CH3:27])[CH:23]([CH3:25])[CH3:24])[CH:18]=[C:17]([O:32][C@@H:33]([CH3:37])[CH2:34][O:35][CH3:36])[CH:16]=2)=[CH:13][CH:14]=1)=[O:9])[C@H:4]([OH:6])[CH3:5].CS(O)(=O)=O.C(N(CC)CC)C.[Cl-].[NH4+]. Given the product [CH3:36][O:35][CH2:34][C@@H:33]([O:32][C:17]1[CH:16]=[C:15]([C:12]2[NH:11][C:10]([C:8]3[O:9][CH2:2][C@@H:3]([C@H:4]([OH:6])[CH3:5])[N:7]=3)=[CH:14][CH:13]=2)[CH:20]=[C:19]([O:21][Si:22]([CH:29]([CH3:30])[CH3:31])([CH:26]([CH3:27])[CH3:28])[CH:23]([CH3:24])[CH3:25])[CH:18]=1)[CH3:37], predict the reactants needed to synthesize it.